Dataset: Reaction yield outcomes from USPTO patents with 853,638 reactions. Task: Predict the reaction yield, written as a fraction of the theoretical maximum amount of product (1.0 means a 100% yield; for example, 0.34 means a 34% yield). (1) The reactants are [NH2:1][C:2]1[N:3]=[C:4]([Cl:11])[C:5]2[CH:10]=[CH:9][NH:8][C:6]=2[N:7]=1.CCN(CC)CC.[Si:19](OS(C(F)(F)F)(=O)=O)([C:22]([CH3:25])([CH3:24])[CH3:23])([CH3:21])[CH3:20]. The catalyst is ClCCl. The product is [Si:19]([NH:1][C:2]1[N:3]=[C:4]([Cl:11])[C:5]2[CH:10]=[CH:9][NH:8][C:6]=2[N:7]=1)([C:22]([CH3:25])([CH3:24])[CH3:23])([CH3:21])[CH3:20]. The yield is 0.790. (2) The reactants are C1(C2C=CC=CC=2)C=CC=CC=1.Cl[C:14]1[C:15](=[O:39])[C:16](=[O:38])[C:17]=1[NH:18][C:19]1[CH:24]=[CH:23][C:22]([Cl:25])=[C:21]([S:26]([N:29]2[CH2:35][CH2:34][CH2:33][N:32]([CH3:36])[CH2:31][CH2:30]2)(=[O:28])=[O:27])[C:20]=1[OH:37].[NH2:40][C:41]1[CH:46]=[CH:45][CH:44]=[CH:43][CH:42]=1. The catalyst is CN(C=O)C. The product is [Cl:25][C:22]1[CH:23]=[CH:24][C:19]([NH:18][C:17]2[C:16](=[O:38])[C:15](=[O:39])[C:14]=2[NH:40][C:41]2[CH:46]=[CH:45][CH:44]=[CH:43][CH:42]=2)=[C:20]([OH:37])[C:21]=1[S:26]([N:29]1[CH2:35][CH2:34][CH2:33][N:32]([CH3:36])[CH2:31][CH2:30]1)(=[O:28])=[O:27]. The yield is 0.160.